This data is from Catalyst prediction with 721,799 reactions and 888 catalyst types from USPTO. The task is: Predict which catalyst facilitates the given reaction. (1) Reactant: [NH:1]([C:3]1[N:12]=[C:11]([C:13]([F:16])([F:15])[F:14])[CH:10]=[CH:9][C:4]=1[C:5]([O:7][CH3:8])=[O:6])[NH2:2].[C:17](N1C=CN=C1)(N1C=CN=C1)=[S:18]. Product: [S:18]=[C:17]1[N:12]2[C:11]([C:13]([F:16])([F:14])[F:15])=[CH:10][CH:9]=[C:4]([C:5]([O:7][CH3:8])=[O:6])[C:3]2=[N:1][NH:2]1. The catalyst class is: 9. (2) Reactant: [N+:1]([C:4]1[CH:5]=[C:6]2[C:11](=[CH:12][CH:13]=1)[NH:10][C:9](=O)[CH2:8][CH2:7]2)([O-:3])=[O:2].[Cl:15]C1C(=O)C(C#N)=C(C#N)C(=O)C=1Cl.P(Cl)(Cl)(Cl)=O. Product: [Cl:15][C:9]1[CH:8]=[CH:7][C:6]2[C:11](=[CH:12][CH:13]=[C:4]([N+:1]([O-:3])=[O:2])[CH:5]=2)[N:10]=1. The catalyst class is: 11.